This data is from Reaction yield outcomes from USPTO patents with 853,638 reactions. The task is: Predict the reaction yield, written as a fraction of the theoretical maximum amount of product (1.0 means a 100% yield; for example, 0.34 means a 34% yield). (1) The reactants are [N+:1]([C:4]1[CH:9]=[CH:8][C:7]([OH:10])=[CH:6][CH:5]=1)([O-:3])=[O:2].[H-].[Na+].Cl[C:14]1[CH:19]=[C:18]([S:20][CH3:21])[N:17]=[CH:16][N:15]=1. The catalyst is CN(C=O)C.C(OCC)(=O)C.O. The product is [CH3:21][S:20][C:18]1[CH:19]=[C:14]([O:10][C:7]2[CH:8]=[CH:9][C:4]([N+:1]([O-:3])=[O:2])=[CH:5][CH:6]=2)[N:15]=[CH:16][N:17]=1. The yield is 0.440. (2) The reactants are CCN([CH:7]([CH3:9])[CH3:8])C(C)C.Cl.[NH2:11][C@H:12]1[CH2:17][CH2:16][C@H:15]([OH:18])[CH2:14][CH2:13]1.O=[CH:20][CH2:21][C:22]1([C:31]([O:33][CH2:34][CH3:35])=[O:32])[CH2:27][CH2:26][CH2:25][N:24]([C:28]([O-:30])=[O:29])[CH2:23]1.[C:36](O[BH-](OC(=O)C)OC(=O)C)(=O)C.[Na+]. The catalyst is CO.O.CC(O)=O. The product is [OH:18][C@@H:15]1[CH2:16][CH2:17][C@H:12]([NH:11][CH2:20][CH2:21][C:22]2([C:31]([O:33][CH2:34][CH3:35])=[O:32])[CH2:27][CH2:26][CH2:25][N:24]([C:28]([O:30][C:7]([CH3:9])([CH3:36])[CH3:8])=[O:29])[CH2:23]2)[CH2:13][CH2:14]1. The yield is 0.850. (3) The reactants are C(OC([NH:11][CH2:12][C:13]1[C:14]([CH2:30][CH:31]([CH3:33])[CH3:32])=[N:15][C:16]([CH3:29])=[C:17]([C:21]=1[C:22]1[CH:27]=[CH:26][C:25]([CH3:28])=[CH:24][CH:23]=1)[C:18]([OH:20])=O)=O)C1C=CC=CC=1.C(Cl)(=O)C(Cl)=O.[NH2:40][C:41]1[CH:46]=[CH:45][CH:44]=[CH:43][CH:42]=1.C(N(CC)CC)C. The catalyst is O1CCCC1.CN(C)C=O.C(O)C.[C].[Pd].O. The product is [NH2:11][CH2:12][C:13]1[C:14]([CH2:30][CH:31]([CH3:33])[CH3:32])=[N:15][C:16]([CH3:29])=[C:17]([C:21]=1[C:22]1[CH:23]=[CH:24][C:25]([CH3:28])=[CH:26][CH:27]=1)[C:18]([NH:40][C:41]1[CH:46]=[CH:45][CH:44]=[CH:43][CH:42]=1)=[O:20]. The yield is 0.830. (4) The reactants are C(/C(=C/CC)/C=C/C(O)C)(C)(C)C.[C:14](/[C:18](=[CH:24]/[CH:25]([CH3:28])[CH2:26][CH3:27])/[C:19]#[C:20][C:21](=[O:23])[CH3:22])([CH3:17])([CH3:16])[CH3:15].[H-].[Al+3].[Li+].[H-].[H-].[H-]. The catalyst is O1CCCC1. The product is [C:14](/[C:18](=[CH:24]/[CH:25]([CH3:28])[CH2:26][CH3:27])/[CH:19]=[CH:20]/[CH:21]([OH:23])[CH3:22])([CH3:15])([CH3:17])[CH3:16]. The yield is 0.770. (5) No catalyst specified. The yield is 0.990. The product is [Br:1][C:2]1[C:10]([O:11][CH3:12])=[CH:9][C:5]([C:6]([O:8][CH3:20])=[O:7])=[C:4]([N+:13]([O-:15])=[O:14])[CH:3]=1. The reactants are [Br:1][C:2]1[C:10]([O:11][CH3:12])=[CH:9][C:5]([C:6]([OH:8])=[O:7])=[C:4]([N+:13]([O-:15])=[O:14])[CH:3]=1.O=S(Cl)Cl.[CH3:20]O.